This data is from Full USPTO retrosynthesis dataset with 1.9M reactions from patents (1976-2016). The task is: Predict the reactants needed to synthesize the given product. (1) The reactants are: [CH3:1][O:2][C:3]([C:5]1[CH:31]=[CH:30][C:8]2[N:9]=[C:10]([NH:12][CH:13]3[CH2:18][CH2:17][N:16](CC4C=CC(O)=C(OCC)C=4)[CH2:15][CH2:14]3)[O:11][C:7]=2[CH:6]=1)=[O:4].[CH2:32]([O:34][C:35]1[CH:36]=[C:37]([CH:40]=[C:41]([O:44][CH2:45][CH3:46])[C:42]=1[F:43])[CH:38]=O)[CH3:33].C([BH3-])#N.[Na+].C(N(C(C)C)C(C)C)C. Given the product [CH3:1][O:2][C:3]([C:5]1[CH:31]=[CH:30][C:8]2[N:9]=[C:10]([NH:12][CH:13]3[CH2:18][CH2:17][N:16]([CH2:38][C:37]4[CH:36]=[C:35]([O:34][CH2:32][CH3:33])[C:42]([F:43])=[C:41]([O:44][CH2:45][CH3:46])[CH:40]=4)[CH2:15][CH2:14]3)[O:11][C:7]=2[CH:6]=1)=[O:4], predict the reactants needed to synthesize it. (2) Given the product [N:24]1[CH:25]=[CH:26][CH:27]=[CH:28][C:23]=1[CH2:22][CH2:21][N:13]([C:10]1[CH:11]=[CH:12][C:7]([NH:6][C:4]([C:3]2[CH:29]=[CH:30][CH:31]=[CH:32][C:2]=2[C:44]2[CH:45]=[CH:46][C:41]([C:38]3[CH:39]=[CH:40][CH:35]=[CH:36][CH:37]=3)=[CH:42][CH:43]=2)=[O:5])=[CH:8][CH:9]=1)[C:14](=[O:20])[O:15][C:16]([CH3:19])([CH3:18])[CH3:17], predict the reactants needed to synthesize it. The reactants are: I[C:2]1[CH:32]=[CH:31][CH:30]=[CH:29][C:3]=1[C:4]([NH:6][C:7]1[CH:12]=[CH:11][C:10]([N:13]([CH2:21][CH2:22][C:23]2[CH:28]=[CH:27][CH:26]=[CH:25][N:24]=2)[C:14](=[O:20])[O:15][C:16]([CH3:19])([CH3:18])[CH3:17])=[CH:9][CH:8]=1)=[O:5].OB(O)[C:35]1[CH:40]=[CH:39][C:38]([C:41]2[CH:46]=[CH:45][CH:44]=[CH:43][CH:42]=2)=[CH:37][CH:36]=1.C(N(CC)CC)C.C(OCC)(=O)C. (3) Given the product [Br:15][CH2:13][C:12]([C:8]1([C:5]2[CH:4]=[CH:3][C:2]([Cl:1])=[CH:7][CH:6]=2)[CH2:11][CH2:10][CH2:9]1)=[O:14], predict the reactants needed to synthesize it. The reactants are: [Cl:1][C:2]1[CH:7]=[CH:6][C:5]([C:8]2([C:12](=[O:14])[CH3:13])[CH2:11][CH2:10][CH2:9]2)=[CH:4][CH:3]=1.[BrH:15].C(O)(=O)C.BrBr.[O-]S([O-])(=O)=O.[Mg+2]. (4) The reactants are: O[C:2]1[C:3]([CH:11]2[C:19]3[C:14](=[CH:15][CH:16]=[CH:17][CH:18]=3)[N:13]([CH2:20][CH2:21][CH2:22][CH2:23][CH3:24])[C:12]2=[O:25])=[CH:4][C:5]2[O:9][CH2:8][O:7][C:6]=2[CH:10]=1.[O:26]1C2C=CC(C3C4C(=CC=CC=4)N(CCCCC)C3=O)=CC=2O[CH2:27]1. Given the product [O:7]1[C:6]2[CH:10]=[CH:2][C:3]([C:11]3([CH2:27][OH:26])[C:19]4[C:14](=[CH:15][CH:16]=[CH:17][CH:18]=4)[N:13]([CH2:20][CH2:21][CH2:22][CH2:23][CH3:24])[C:12]3=[O:25])=[CH:4][C:5]=2[O:9][CH2:8]1, predict the reactants needed to synthesize it. (5) Given the product [OH:12][C:5]1[C:6]2[C:11](=[CH:10][CH:9]=[CH:8][CH:7]=2)[C:2]([S:28][C:23]2[CH:24]=[CH:25][CH:26]=[CH:27][C:22]=2[O:21][CH3:20])=[N:3][C:4]=1[C:13]([NH:15][CH2:16][C:17]([OH:19])=[O:18])=[O:14], predict the reactants needed to synthesize it. The reactants are: Cl[C:2]1[C:11]2[C:6](=[CH:7][CH:8]=[CH:9][CH:10]=2)[C:5]([OH:12])=[C:4]([C:13]([NH:15][CH2:16][C:17]([OH:19])=[O:18])=[O:14])[N:3]=1.[CH3:20][O:21][C:22]1[CH:27]=[CH:26][CH:25]=[CH:24][C:23]=1[SH:28]. (6) The reactants are: [N:1]1[C:10]2[C:5](=[CH:6][C:7]([NH2:11])=[CH:8][CH:9]=2)[CH:4]=[CH:3][CH:2]=1.[N:12]([O-])=O.[Na+].[Cl:16][Sn]Cl. Given the product [ClH:16].[N:1]1[C:10]2[C:5](=[CH:6][C:7]([NH:11][NH2:12])=[CH:8][CH:9]=2)[CH:4]=[CH:3][CH:2]=1, predict the reactants needed to synthesize it.